This data is from Reaction yield outcomes from USPTO patents with 853,638 reactions. The task is: Predict the reaction yield, written as a fraction of the theoretical maximum amount of product (1.0 means a 100% yield; for example, 0.34 means a 34% yield). (1) The reactants are [CH:1]([O:4][C:5]([N:7]1[CH2:12][CH2:11][CH:10]([O:13][C:14]2[C:19]([CH3:20])=[C:18]([O:21][C:22]3[CH:27]=[CH:26][C:25](Br)=[CH:24][C:23]=3[F:29])[N:17]=[CH:16][N:15]=2)[CH2:9][CH2:8]1)=[O:6])([CH3:3])[CH3:2].[NH:30]1[CH2:35][CH2:34][O:33][CH2:32][CH2:31]1.CC(C)([O-])C.[Na+]. The catalyst is O1CCOCC1.C([O-])(=O)C.[Pd+2].C([O-])(=O)C.C1(C2C=CC=CC=2)C=CC=CC=1P(C(C)(C)C)C(C)(C)C. The product is [CH:1]([O:4][C:5]([N:7]1[CH2:12][CH2:11][CH:10]([O:13][C:14]2[C:19]([CH3:20])=[C:18]([O:21][C:22]3[CH:27]=[CH:26][C:25]([N:30]4[CH2:35][CH2:34][O:33][CH2:32][CH2:31]4)=[CH:24][C:23]=3[F:29])[N:17]=[CH:16][N:15]=2)[CH2:9][CH2:8]1)=[O:6])([CH3:3])[CH3:2]. The yield is 0.460. (2) The reactants are [C:1](=[O:4])([O-])[O-].[K+].[K+].[C:7]([O:11][C:12]([NH:14][C@H:15]([CH2:20][C:21]1[CH:26]=[CH:25][C:24](OS(C(F)(F)F)(=O)=O)=[CH:23][CH:22]=1)[C:16]([O:18][CH3:19])=[O:17])=[O:13])([CH3:10])([CH3:9])[CH3:8]. The catalyst is COCCOC.C1C=CC([P]([Pd]([P](C2C=CC=CC=2)(C2C=CC=CC=2)C2C=CC=CC=2)([P](C2C=CC=CC=2)(C2C=CC=CC=2)C2C=CC=CC=2)[P](C2C=CC=CC=2)(C2C=CC=CC=2)C2C=CC=CC=2)(C2C=CC=CC=2)C2C=CC=CC=2)=CC=1.[Pd]. The product is [C:7]([O:11][C:12]([NH:14][C@H:15]([CH2:20][C:21]1[CH:26]=[CH:25][C:24]([C:21]2[CH:26]=[CH:25][CH:24]=[C:23]([CH:1]=[O:4])[CH:22]=2)=[CH:23][CH:22]=1)[C:16]([O:18][CH3:19])=[O:17])=[O:13])([CH3:10])([CH3:9])[CH3:8]. The yield is 0.350.